From a dataset of Reaction yield outcomes from USPTO patents with 853,638 reactions. Predict the reaction yield, written as a fraction of the theoretical maximum amount of product (1.0 means a 100% yield; for example, 0.34 means a 34% yield). (1) The reactants are [CH2:1]([C:4]1[CH:13]=[CH:12][CH:11]=[C:10]2[C:5]=1[CH:6]=[CH:7][C:8]1[N:9]2[N:14]=[N:15][C:16]=1[C:17]([O:19][CH2:20][CH3:21])=[O:18])[CH:2]=C.I([O-])(=O)(=O)=[O:23].[Na+]. The catalyst is O.C1COCC1.O.[Os](=O)(=O)(=O)=O. The product is [O:23]=[CH:2][CH2:1][C:4]1[CH:13]=[CH:12][CH:11]=[C:10]2[C:5]=1[CH:6]=[CH:7][C:8]1[N:9]2[N:14]=[N:15][C:16]=1[C:17]([O:19][CH2:20][CH3:21])=[O:18]. The yield is 0.570. (2) The reactants are C(=O)([O-])[O-].[K+].[K+].[CH2:7]([N:9]=[C:10]=[O:11])[CH3:8].[CH:12]1([C:15]2[NH:19][N:18]=[C:17]([O:20][C:21]3[C:26]([Cl:27])=[CH:25][C:24]([C:28]([F:31])([F:30])[F:29])=[CH:23][C:22]=3[Cl:32])[CH:16]=2)[CH2:14][CH2:13]1.Cl. The catalyst is C(OCC)(=O)C. The product is [CH2:7]([NH:9][C:10]([N:19]1[C:15]([CH:12]2[CH2:13][CH2:14]2)=[CH:16][C:17]([O:20][C:21]2[C:26]([Cl:27])=[CH:25][C:24]([C:28]([F:31])([F:29])[F:30])=[CH:23][C:22]=2[Cl:32])=[N:18]1)=[O:11])[CH3:8]. The yield is 0.882. (3) The reactants are CCOCC.Br[C:7]1[CH:12]=[CH:11][CH:10]=[CH:9][CH:8]=1.[Li]CCCC.[CH3:18][C:19]1[CH:24]=[CH:23][N:22]=[CH:21][CH:20]=1. The catalyst is [Cl-].[Na+].O. The product is [CH3:18][C:19]1[CH:24]=[CH:23][N:22]=[C:21]([C:7]2[CH:12]=[CH:11][CH:10]=[CH:9][CH:8]=2)[CH:20]=1. The yield is 0.360. (4) The reactants are [F:1][CH:2]([C:5]1[CH:10]=[CH:9][CH:8]=[CH:7][CH:6]=1)[CH:3]=O.[CH3:11][C:12]([S@:15]([NH2:17])=[O:16])([CH3:14])[CH3:13]. The catalyst is [Cu](Cl)Cl.C(Cl)Cl. The product is [F:1][CH:2]([C:5]1[CH:10]=[CH:9][CH:8]=[CH:7][CH:6]=1)/[CH:3]=[N:17]/[S@@:15]([C:12]([CH3:14])([CH3:13])[CH3:11])=[O:16]. The yield is 0.300. (5) The reactants are [SH:1][C:2]1[NH:3][C:4]2[CH:10]=[C:9](C)[CH:8]=[CH:7][C:5]=2[N:6]=1.Br[CH2:13][C:14](=[O:20])[C:15]([O:17][CH2:18][CH3:19])=[O:16].[CH3:21][OH:22]. The catalyst is CC(C)=O. The product is [CH2:18]([O:17][C:15](=[O:16])[C:14](=[O:20])[CH2:13][S:1][C:2]1[NH:6][C:5]2[CH:7]=[CH:8][C:9]([O:22][CH3:21])=[CH:10][C:4]=2[N:3]=1)[CH3:19]. The yield is 0.880. (6) The reactants are Cl[CH2:2][O:3][CH3:4].[Cl:5][C:6]1[CH:7]=[C:8]([N:16]([C:21]2[C:40]([CH:41]3[CH2:43][CH2:42]3)=[CH:39][C:24]3[C:25]([C:35]([NH:37][CH3:38])=[O:36])=[C:26]([C:28]4[CH:33]=[CH:32][C:31]([F:34])=[CH:30][CH:29]=4)[O:27][C:23]=3[CH:22]=2)[S:17]([CH3:20])(=[O:19])=[O:18])[CH:9]=[CH:10][C:11]=1[C:12]([CH2:14][OH:15])=[CH2:13].CCN(C(C)C)C(C)C. The catalyst is ClCCl. The product is [Cl:5][C:6]1[CH:7]=[C:8]([N:16]([C:21]2[C:40]([CH:41]3[CH2:42][CH2:43]3)=[CH:39][C:24]3[C:25]([C:35]([NH:37][CH3:38])=[O:36])=[C:26]([C:28]4[CH:33]=[CH:32][C:31]([F:34])=[CH:30][CH:29]=4)[O:27][C:23]=3[CH:22]=2)[S:17]([CH3:20])(=[O:19])=[O:18])[CH:9]=[CH:10][C:11]=1[C:12]([CH2:14][O:15][CH2:2][O:3][CH3:4])=[CH2:13]. The yield is 0.850.